From a dataset of Catalyst prediction with 721,799 reactions and 888 catalyst types from USPTO. Predict which catalyst facilitates the given reaction. Reactant: [C:1]([O:9][C:10]1[C:11]([C:22]([O:24][CH3:25])=[O:23])=[N:12][C:13]([C:17]2[S:18][CH:19]=[CH:20][CH:21]=2)=[N:14][C:15]=1[OH:16])(=[O:8])[C:2]1[CH:7]=[CH:6][CH:5]=[CH:4][CH:3]=1.[C:26](=O)([O-])[O-].[Cs+].[Cs+].CI.Cl. Product: [C:1]([O:9][C:10]1[C:15](=[O:16])[N:14]([CH3:26])[C:13]([C:17]2[S:18][CH:19]=[CH:20][CH:21]=2)=[N:12][C:11]=1[C:22]([O:24][CH3:25])=[O:23])(=[O:8])[C:2]1[CH:7]=[CH:6][CH:5]=[CH:4][CH:3]=1. The catalyst class is: 54.